This data is from Reaction yield outcomes from USPTO patents with 853,638 reactions. The task is: Predict the reaction yield, written as a fraction of the theoretical maximum amount of product (1.0 means a 100% yield; for example, 0.34 means a 34% yield). (1) The reactants are [Si:1]([O:18][CH2:19][C:20]1[C:25]([N:26]2[CH2:31][C@H:30]([CH3:32])[O:29][C@H:28]([CH3:33])[CH2:27]2)=[C:24]([F:34])[C:23]([F:35])=[CH:22][CH:21]=1)([C:14]([CH3:17])([CH3:16])[CH3:15])([C:8]1[CH:13]=[CH:12][CH:11]=[CH:10][CH:9]=1)[C:2]1[CH:7]=[CH:6][CH:5]=[CH:4][CH:3]=1.C([Li])(CC)C.[C:41](OCC)(=[O:47])[C:42]([O:44][CH2:45][CH3:46])=[O:43]. The catalyst is C1COCC1. The product is [Si:1]([O:18][CH2:19][C:20]1[C:25]([N:26]2[CH2:31][C@H:30]([CH3:32])[O:29][C@H:28]([CH3:33])[CH2:27]2)=[C:24]([F:34])[C:23]([F:35])=[C:22]([C:41](=[O:47])[C:42]([O:44][CH2:45][CH3:46])=[O:43])[CH:21]=1)([C:14]([CH3:16])([CH3:17])[CH3:15])([C:2]1[CH:7]=[CH:6][CH:5]=[CH:4][CH:3]=1)[C:8]1[CH:13]=[CH:12][CH:11]=[CH:10][CH:9]=1. The yield is 0.810. (2) The reactants are F[C:2]1[CH:9]=[CH:8][C:5]([C:6]#[N:7])=[CH:4][C:3]=1[CH:10]=[O:11].[Br:12][C:13]1[CH:18]=[CH:17][C:16]([OH:19])=[CH:15][C:14]=1[CH2:20][OH:21].C(=O)([O-])[O-].[K+].[K+].C(OCC)(=O)C.O. The catalyst is CN(C)C=O. The product is [Br:12][C:13]1[CH:18]=[CH:17][C:16]([O:19][C:2]2[CH:9]=[CH:8][C:5]([C:6]#[N:7])=[CH:4][C:3]=2[CH:10]=[O:11])=[CH:15][C:14]=1[CH2:20][OH:21]. The yield is 0.820. (3) The reactants are Cl.[C:2]([C:6]1[CH:16]=[CH:15][CH:14]=[CH:13][C:7]=1[O:8][CH2:9][CH2:10][NH:11][CH3:12])([CH3:5])([CH3:4])[CH3:3].[C:17]([O:21][C:22]([N:24]1[CH2:29][CH2:28][C:27]2[C:30]([C:33]([OH:35])=O)=[N:31][NH:32][C:26]=2[CH2:25]1)=[O:23])([CH3:20])([CH3:19])[CH3:18].CCN(C(C)C)C(C)C.CCN=C=NCCCN(C)C.C1C=CC2N(O)N=NC=2C=1. The catalyst is CN(C=O)C.O. The product is [C:2]([C:6]1[CH:16]=[CH:15][CH:14]=[CH:13][C:7]=1[O:8][CH2:9][CH2:10][N:11]([CH3:12])[C:33]([C:30]1[C:27]2[CH2:28][CH2:29][N:24]([C:22]([O:21][C:17]([CH3:18])([CH3:19])[CH3:20])=[O:23])[CH2:25][C:26]=2[NH:32][N:31]=1)=[O:35])([CH3:5])([CH3:3])[CH3:4]. The yield is 0.860. (4) The reactants are [CH3:1][CH2:2][O-:3].[Na+].[CH2:5]([OH:7])[CH3:6].[Cl:8][C:9]1[C:14]([C:15]#[N:16])=[CH:13][N:12]=[C:11]([Cl:17])[CH:10]=1. The catalyst is CN(C)C=O.O. The product is [Cl:17][C:11]1[CH:10]=[C:9]([O:3][CH2:2][CH3:1])[C:14]([C:15]#[N:16])=[CH:13][N:12]=1.[Cl:8][C:9]1[C:14]([C:15]#[N:16])=[CH:13][N:12]=[C:11]([O:7][CH2:5][CH3:6])[CH:10]=1. The yield is 0.580. (5) The reactants are [F:1][C:2]1[CH:36]=[CH:35][C:5]([CH2:6][N:7]2[C:19](=[O:20])[C:18]3[C:17]([O:21][Si:22]([CH:29]([CH3:31])[CH3:30])([CH:26]([CH3:28])[CH3:27])[CH:23]([CH3:25])[CH3:24])=[C:16]4[C:11]([CH:12]=[CH:13][CH:14]=[N:15]4)=[C:10]([O:32][CH3:33])[C:9]=3[C:8]2=[O:34])=[CH:4][CH:3]=1.[C:37]1([Mg]Br)[CH:42]=[CH:41][CH:40]=[CH:39][CH:38]=1.CCOCC. The catalyst is C1COCC1.CCOC(C)=O. The product is [F:1][C:2]1[CH:3]=[CH:4][C:5]([CH2:6][N:7]2[C:19](=[O:20])[C:18]3[C:17]([O:21][Si:22]([CH:29]([CH3:30])[CH3:31])([CH:26]([CH3:27])[CH3:28])[CH:23]([CH3:25])[CH3:24])=[C:16]4[C:11]([CH:12]=[CH:13][CH:14]=[N:15]4)=[C:10]([O:32][CH3:33])[C:9]=3[C:8]2([OH:34])[C:37]2[CH:42]=[CH:41][CH:40]=[CH:39][CH:38]=2)=[CH:35][CH:36]=1. The yield is 0.800. (6) The reactants are [CH2:1]([O:3][C:4]1[C@@H:5]([CH:13]([CH3:15])[CH3:14])[N:6]=[C:7]([O:10][CH2:11][CH3:12])[CH2:8][N:9]=1)[CH3:2].[Li]CCCC.CCCCCC.Br[CH2:28][C@@H:29]([CH:45]([CH3:47])[CH3:46])[CH2:30][C:31]1[CH:39]=[C:38]2[C:34]([CH:35]=[N:36][N:37]2[CH2:40][CH2:41][CH2:42][O:43][CH3:44])=[CH:33][CH:32]=1. The catalyst is C1COCC1. The product is [CH2:11]([O:10][C:7]1[C@H:8]([CH2:28][C@@H:29]([CH:45]([CH3:47])[CH3:46])[CH2:30][C:31]2[CH:39]=[C:38]3[C:34]([CH:35]=[N:36][N:37]3[CH2:40][CH2:41][CH2:42][O:43][CH3:44])=[CH:33][CH:32]=2)[N:9]=[C:4]([O:3][CH2:1][CH3:2])[C@@H:5]([CH:13]([CH3:15])[CH3:14])[N:6]=1)[CH3:12]. The yield is 0.680. (7) The catalyst is O1CCCC1. The yield is 0.690. The product is [CH2:24]([NH:28][C:29]([NH:1][C:2]1[CH:7]=[CH:6][CH:5]=[C:4]([C:8]2[N:13]3[N:14]=[CH:15][C:16]([C:17]([C:19]4[S:20][CH:21]=[CH:22][CH:23]=4)=[O:18])=[C:12]3[N:11]=[CH:10][CH:9]=2)[CH:3]=1)=[O:30])[CH2:25][CH2:26][CH3:27]. The reactants are [NH2:1][C:2]1[CH:3]=[C:4]([C:8]2[N:13]3[N:14]=[CH:15][C:16]([C:17]([C:19]4[S:20][CH:21]=[CH:22][CH:23]=4)=[O:18])=[C:12]3[N:11]=[CH:10][CH:9]=2)[CH:5]=[CH:6][CH:7]=1.[CH2:24]([N:28]=[C:29]=[O:30])[CH2:25][CH2:26][CH3:27].C(N(CC)CC)C.